The task is: Regression. Given two drug SMILES strings and cell line genomic features, predict the synergy score measuring deviation from expected non-interaction effect.. This data is from NCI-60 drug combinations with 297,098 pairs across 59 cell lines. (1) Drug 1: CC1=C(C=C(C=C1)NC2=NC=CC(=N2)N(C)C3=CC4=NN(C(=C4C=C3)C)C)S(=O)(=O)N.Cl. Drug 2: CC1=CC2C(CCC3(C2CCC3(C(=O)C)OC(=O)C)C)C4(C1=CC(=O)CC4)C. Cell line: UACC62. Synergy scores: CSS=5.88, Synergy_ZIP=3.36, Synergy_Bliss=8.29, Synergy_Loewe=7.70, Synergy_HSA=7.96. (2) Drug 1: CN1CCC(CC1)COC2=C(C=C3C(=C2)N=CN=C3NC4=C(C=C(C=C4)Br)F)OC. Drug 2: C1=CN(C=N1)CC(O)(P(=O)(O)O)P(=O)(O)O. Cell line: HOP-62. Synergy scores: CSS=3.98, Synergy_ZIP=0.698, Synergy_Bliss=4.62, Synergy_Loewe=0.368, Synergy_HSA=2.04. (3) Drug 1: CC1=C(C=C(C=C1)NC(=O)C2=CC=C(C=C2)CN3CCN(CC3)C)NC4=NC=CC(=N4)C5=CN=CC=C5. Drug 2: CCN(CC)CCCC(C)NC1=C2C=C(C=CC2=NC3=C1C=CC(=C3)Cl)OC. Cell line: HS 578T. Synergy scores: CSS=10.7, Synergy_ZIP=-3.00, Synergy_Bliss=1.05, Synergy_Loewe=2.50, Synergy_HSA=2.92. (4) Drug 1: COC1=C(C=C2C(=C1)N=CN=C2NC3=CC(=C(C=C3)F)Cl)OCCCN4CCOCC4. Drug 2: CC(CN1CC(=O)NC(=O)C1)N2CC(=O)NC(=O)C2. Cell line: PC-3. Synergy scores: CSS=39.7, Synergy_ZIP=3.64, Synergy_Bliss=6.76, Synergy_Loewe=9.95, Synergy_HSA=11.6. (5) Drug 1: C1C(C(OC1N2C=C(C(=O)NC2=O)F)CO)O. Drug 2: CCC1(CC2CC(C3=C(CCN(C2)C1)C4=CC=CC=C4N3)(C5=C(C=C6C(=C5)C78CCN9C7C(C=CC9)(C(C(C8N6C=O)(C(=O)OC)O)OC(=O)C)CC)OC)C(=O)OC)O.OS(=O)(=O)O. Cell line: SF-268. Synergy scores: CSS=51.4, Synergy_ZIP=0.353, Synergy_Bliss=1.10, Synergy_Loewe=-2.28, Synergy_HSA=3.69. (6) Drug 1: CN(C)C1=NC(=NC(=N1)N(C)C)N(C)C. Drug 2: CC1=C(C(CCC1)(C)C)C=CC(=CC=CC(=CC(=O)O)C)C. Cell line: K-562. Synergy scores: CSS=-2.43, Synergy_ZIP=-3.53, Synergy_Bliss=-10.5, Synergy_Loewe=-16.4, Synergy_HSA=-14.2.